From a dataset of Forward reaction prediction with 1.9M reactions from USPTO patents (1976-2016). Predict the product of the given reaction. (1) Given the reactants CC(N=NC(C#N)(C)C)(C#N)C.[Br:13]N1C(=O)CCC1=O.[F:21][C:22]1[CH:30]=[C:29]([CH3:31])[CH:28]=[CH:27][C:23]=1[C:24]([OH:26])=[O:25], predict the reaction product. The product is: [Br:13][CH2:31][C:29]1[CH:28]=[CH:27][C:23]([C:24]([OH:26])=[O:25])=[C:22]([F:21])[CH:30]=1. (2) Given the reactants [C:1]([NH:6][C@H:7]([C:29]([NH:31][CH2:32][CH2:33][S:34][C:35](=[O:42])[C:36]1[CH:41]=[CH:40][CH:39]=[CH:38][CH:37]=1)=[O:30])[CH2:8][S:9]C(C1C=CC=CC=1)(C1C=CC=CC=1)C1C=CC=CC=1)(=[O:5])[CH:2]([CH3:4])[CH3:3].C(N[C@H](C(NCCSC(=O)C)=O)CS)(=O)C.C(Cl)Cl.CCOCC.C(Cl)(Cl)Cl, predict the reaction product. The product is: [C:1]([NH:6][C@H:7]([C:29]([NH:31][CH2:32][CH2:33][S:34][C:35](=[O:42])[C:36]1[CH:41]=[CH:40][CH:39]=[CH:38][CH:37]=1)=[O:30])[CH2:8][SH:9])(=[O:5])[CH:2]([CH3:4])[CH3:3].